From a dataset of Catalyst prediction with 721,799 reactions and 888 catalyst types from USPTO. Predict which catalyst facilitates the given reaction. (1) Reactant: [C:1]([C:4]1[N:5]=[C:6]2[C:12]3[CH:13]=[C:14]([C:18]#[C:19][C:20]([OH:26])([CH3:25])[C:21](OC)=[O:22])[C:15]([F:17])=[CH:16][C:11]=3[O:10][CH2:9][CH2:8][N:7]2[CH:27]=1)(=[O:3])[NH2:2].[CH:28]1([NH2:31])[CH2:30][CH2:29]1. Product: [CH:28]1([NH:31][C:21](=[O:22])[C:20]([OH:26])([CH3:25])[C:19]#[C:18][C:14]2[C:15]([F:17])=[CH:16][C:11]3[O:10][CH2:9][CH2:8][N:7]4[CH:27]=[C:4]([C:1]([NH2:2])=[O:3])[N:5]=[C:6]4[C:12]=3[CH:13]=2)[CH2:30][CH2:29]1. The catalyst class is: 5. (2) Reactant: [OH2:1].[O-:2][CH2:3][CH2:4][CH2:5]C.[O-:7][CH2:8][CH2:9]CC.[O-][CH2:13]CCC.[O-]CCCC.[Ti+4:22].CC(O)(CCC)CCO. Product: [C:8]([O:7][CH:4]([CH3:5])[CH2:3][O:2][CH3:13])(=[O:1])[CH3:9].[Ti:22]. The catalyst class is: 51. (3) Reactant: [C:1]([O:5][C:6]([CH:8]1[CH2:16][CH:15]2[CH:10]([CH2:11][CH2:12][CH2:13][CH2:14]2)[N:9]1[C:17](=[O:34])[CH:18]([NH:23]C(OCC1C=CC=CC=1)=O)[C:19]([CH3:22])([CH3:21])[CH3:20])=[O:7])([CH3:4])([CH3:3])[CH3:2]. Product: [C:1]([O:5][C:6]([CH:8]1[CH2:16][CH:15]2[CH:10]([CH2:11][CH2:12][CH2:13][CH2:14]2)[N:9]1[C:17](=[O:34])[CH:18]([NH2:23])[C:19]([CH3:22])([CH3:21])[CH3:20])=[O:7])([CH3:4])([CH3:2])[CH3:3]. The catalyst class is: 320. (4) Reactant: [H-].[Al+3].[Li+].[H-].[H-].[H-].C[O:8][C:9](=O)[CH2:10][C:11]1([N:24]2[CH2:28][CH2:27][CH2:26][CH2:25]2)[CH2:16][CH2:15][N:14]([CH2:17][C:18]2[CH:23]=[CH:22][CH:21]=[CH:20][CH:19]=2)[CH2:13][CH2:12]1.O.[OH-].[Na+]. Product: [CH2:17]([N:14]1[CH2:13][CH2:12][C:11]([CH2:10][CH2:9][OH:8])([N:24]2[CH2:28][CH2:27][CH2:26][CH2:25]2)[CH2:16][CH2:15]1)[C:18]1[CH:23]=[CH:22][CH:21]=[CH:20][CH:19]=1. The catalyst class is: 7. (5) Reactant: [NH2:1][C:2]1[C:11]([C:12]2[CH:17]=[CH:16][C:15]([N+:18]([O-:20])=[O:19])=[CH:14][CH:13]=2)=[N:10][C:9](Br)=[CH:8][C:3]=1[C:4]([O:6][CH3:7])=[O:5].[F:22][C:23]([F:34])([F:33])[C:24]1[CH:25]=[C:26](B(O)O)[CH:27]=[CH:28][CH:29]=1.[O-]P([O-])([O-])=O.[K+].[K+].[K+].C1(P(C2CCCCC2)C2C=CC=CC=2C2C(C(C)C)=CC(C(C)C)=CC=2C(C)C)CCCCC1. Product: [NH2:1][C:2]1[C:11]([C:12]2[CH:17]=[CH:16][C:15]([N+:18]([O-:20])=[O:19])=[CH:14][CH:13]=2)=[N:10][C:9]([C:28]2[CH:27]=[CH:26][CH:25]=[C:24]([C:23]([F:34])([F:33])[F:22])[CH:29]=2)=[CH:8][C:3]=1[C:4]([O:6][CH3:7])=[O:5]. The catalyst class is: 318. (6) Product: [CH2:9]([N:13]1[C:17]([C:18]([O:20][CH3:21])=[O:19])=[C:16]([CH:22]([C:6]#[N:8])[OH:23])[N:15]=[C:14]1[N:24]1[CH2:29][CH2:28][N:27]([C:30]([O:32][C:33]([CH3:36])([CH3:35])[CH3:34])=[O:31])[CH2:26][CH2:25]1)[C:10]#[C:11][CH3:12]. The catalyst class is: 13. Reactant: [Na].C(O)(=O)C.[C:6](#[N:8])C.[CH2:9]([N:13]1[C:17]([C:18]([O:20][CH3:21])=[O:19])=[C:16]([CH:22]=[O:23])[N:15]=[C:14]1[N:24]1[CH2:29][CH2:28][N:27]([C:30]([O:32][C:33]([CH3:36])([CH3:35])[CH3:34])=[O:31])[CH2:26][CH2:25]1)[C:10]#[C:11][CH3:12].